From a dataset of Full USPTO retrosynthesis dataset with 1.9M reactions from patents (1976-2016). Predict the reactants needed to synthesize the given product. (1) Given the product [CH:1]([C:4]1[CH:5]=[CH:6][C:7]([S:10]([NH:13][C:14]2[CH:15]=[CH:16][C:17]3[CH2:26][C@@H:25]4[C@H:20]([CH2:21][CH2:22][CH2:23][N:24]4[CH2:27][CH2:28][CH3:29])[CH2:19][C:18]=3[CH:31]=2)(=[O:12])=[O:11])=[CH:8][CH:9]=1)([CH3:3])[CH3:2], predict the reactants needed to synthesize it. The reactants are: [CH:1]([C:4]1[CH:9]=[CH:8][C:7]([S:10]([NH:13][C:14]2[CH:15]=[CH:16][C:17]3[CH2:26][C@@H:25]4[C@H:20]([CH2:21][CH2:22][CH2:23][N:24]4[C:27](=O)[CH2:28][CH3:29])[CH2:19][C:18]=3[CH:31]=2)(=[O:12])=[O:11])=[CH:6][CH:5]=1)([CH3:3])[CH3:2].B.O1CCCC1.Cl. (2) Given the product [NH2:21][N:22]1[CH2:3][CH:2]([OH:1])[CH2:4][CH:5]([C:10]2[CH:15]=[CH:14][CH:13]=[CH:12][C:11]=2[C:16]([F:19])([F:18])[F:17])[C:6]1=[O:7], predict the reactants needed to synthesize it. The reactants are: [O:1]1[CH2:3][CH:2]1[CH2:4][CH:5]([C:10]1[CH:15]=[CH:14][CH:13]=[CH:12][C:11]=1[C:16]([F:19])([F:18])[F:17])[C:6](OC)=[O:7].O.[NH2:21][NH2:22]. (3) Given the product [Cl:8][C:4]1[CH:5]=[CH:6][CH:7]=[C:2]([Cl:1])[C:3]=1[O:9][CH2:10][C:11]1[C:15]([CH2:16][O:17][C:18]2[CH:19]=[C:20]3[C:24](=[CH:25][CH:26]=2)[N:23]([CH2:27][C:28]2[CH:29]=[C:30]([CH:35]=[CH:36][CH:37]=2)[C:31]([OH:33])=[O:32])[CH:22]=[CH:21]3)=[C:14]([CH:38]([CH3:40])[CH3:39])[O:13][N:12]=1, predict the reactants needed to synthesize it. The reactants are: [Cl:1][C:2]1[CH:7]=[CH:6][CH:5]=[C:4]([Cl:8])[C:3]=1[O:9][CH2:10][C:11]1[C:15]([CH2:16][O:17][C:18]2[CH:19]=[C:20]3[C:24](=[CH:25][CH:26]=2)[N:23]([CH2:27][C:28]2[CH:29]=[C:30]([CH:35]=[CH:36][CH:37]=2)[C:31]([O:33]C)=[O:32])[CH:22]=[CH:21]3)=[C:14]([CH:38]([CH3:40])[CH3:39])[O:13][N:12]=1.O1CCCC1.[OH-].[Na+]. (4) Given the product [CH2:17]([N:6]1[C:7]([C:9]2[CH:10]=[C:11]([CH:14]=[CH:15][CH:16]=2)[C:12]#[N:13])=[CH:8][C:4]([CH:3]=[O:2])=[N:5]1)[CH3:18], predict the reactants needed to synthesize it. The reactants are: C[O:2][CH:3](OC)[C:4]1[CH:8]=[C:7]([C:9]2[CH:10]=[C:11]([CH:14]=[CH:15][CH:16]=2)[C:12]#[N:13])[N:6]([CH2:17][CH3:18])[N:5]=1.C(O)(C(F)(F)F)=O.O. (5) The reactants are: NC1C=CC(C(OC)=O)=C(Cl)C=1[I:13].NC1C(I)=CC(C(OC)=O)=C(Cl)C=1.[NH2:27][C:28]1[C:37]([CH3:38])=[CH:36][C:31]([C:32]([O:34][CH3:35])=[O:33])=[C:30]([C:39]([F:42])([F:41])[F:40])[CH:29]=1. Given the product [NH2:27][C:28]1[C:37]([CH3:38])=[CH:36][C:31]([C:32]([O:34][CH3:35])=[O:33])=[C:30]([C:39]([F:40])([F:41])[F:42])[C:29]=1[I:13], predict the reactants needed to synthesize it. (6) Given the product [C:20]([C:2]1[S:6][C:5]([S:7]([NH2:10])(=[O:9])=[O:8])=[CH:4][CH:3]=1)#[N:21], predict the reactants needed to synthesize it. The reactants are: Br[C:2]1[S:6][C:5]([S:7]([NH2:10])(=[O:9])=[O:8])=[CH:4][CH:3]=1.CO.O.C(OCC)(=O)C.[CH3:20][N:21](C)C=O.